This data is from Orexin1 receptor HTS with 218,158 compounds and 233 confirmed actives. The task is: Binary Classification. Given a drug SMILES string, predict its activity (active/inactive) in a high-throughput screening assay against a specified biological target. (1) The compound is O(c1c(ccc(c1)C)C)CC(=O)NCCNC(=O)COc1c(ccc(c1)C)C. The result is 0 (inactive). (2) The compound is FC(F)Oc1c(NC(=O)COC(=O)CCC2CCCC2)cccc1. The result is 0 (inactive). (3) The molecule is s1c2c(nc1C)ccc(NC(=O)c1oc3c(c1C)cc(F)cc3)c2. The result is 1 (active). (4) The drug is S1c2c(N(CC)C(=O)C1)cc(cc2)C(=O)NCc1c(OC)cccc1. The result is 0 (inactive). (5) The compound is S(c1n(c2c(n1)cccc2)CC(O)=O)Cc1c2c(ccc1)cccc2. The result is 0 (inactive). (6) The drug is s1c(nnc1NC(=O)COc1cc2c(cc1)cccc2)c1occc1. The result is 0 (inactive). (7) The result is 0 (inactive). The drug is Brc1ccc(S(=O)(=O)Cc2c(onc2C)C)cc1. (8) The molecule is FC(F)(F)C1CCCN(C1)C(=O)c1oc(cc1)c1cc(ccc1)C(F)(F)F. The result is 0 (inactive). (9) The compound is Fc1c(C\2N(CCN(C)C)C(=O)C(=O)C2=C(/O)c2ccc(cc2)C)cccc1. The result is 0 (inactive).